From a dataset of NCI-60 drug combinations with 297,098 pairs across 59 cell lines. Regression. Given two drug SMILES strings and cell line genomic features, predict the synergy score measuring deviation from expected non-interaction effect. (1) Synergy scores: CSS=20.1, Synergy_ZIP=-3.49, Synergy_Bliss=0.881, Synergy_Loewe=2.19, Synergy_HSA=2.23. Drug 1: COC1=C(C=C2C(=C1)N=CN=C2NC3=CC(=C(C=C3)F)Cl)OCCCN4CCOCC4. Drug 2: CC1CCCC2(C(O2)CC(NC(=O)CC(C(C(=O)C(C1O)C)(C)C)O)C(=CC3=CSC(=N3)C)C)C. Cell line: T-47D. (2) Drug 1: CC(C1=C(C=CC(=C1Cl)F)Cl)OC2=C(N=CC(=C2)C3=CN(N=C3)C4CCNCC4)N. Drug 2: C1CN1P(=S)(N2CC2)N3CC3. Cell line: MALME-3M. Synergy scores: CSS=11.7, Synergy_ZIP=-2.61, Synergy_Bliss=-0.290, Synergy_Loewe=-0.322, Synergy_HSA=-0.215. (3) Drug 1: C1CC(=O)NC(=O)C1N2CC3=C(C2=O)C=CC=C3N. Drug 2: CN(CCCl)CCCl.Cl. Cell line: HCT-15. Synergy scores: CSS=18.6, Synergy_ZIP=-1.52, Synergy_Bliss=2.99, Synergy_Loewe=-0.599, Synergy_HSA=-0.569. (4) Drug 1: CC1=C(C=C(C=C1)NC2=NC=CC(=N2)N(C)C3=CC4=NN(C(=C4C=C3)C)C)S(=O)(=O)N.Cl. Drug 2: CN1C2=C(C=C(C=C2)N(CCCl)CCCl)N=C1CCCC(=O)O.Cl. Cell line: SF-539. Synergy scores: CSS=6.39, Synergy_ZIP=-6.36, Synergy_Bliss=-5.57, Synergy_Loewe=-5.90, Synergy_HSA=-4.40.